Regression. Given two drug SMILES strings and cell line genomic features, predict the synergy score measuring deviation from expected non-interaction effect. From a dataset of NCI-60 drug combinations with 297,098 pairs across 59 cell lines. (1) Drug 1: C1=C(C(=O)NC(=O)N1)F. Drug 2: CC1CCC2CC(C(=CC=CC=CC(CC(C(=O)C(C(C(=CC(C(=O)CC(OC(=O)C3CCCCN3C(=O)C(=O)C1(O2)O)C(C)CC4CCC(C(C4)OC)O)C)C)O)OC)C)C)C)OC. Cell line: IGROV1. Synergy scores: CSS=59.2, Synergy_ZIP=-0.700, Synergy_Bliss=0.487, Synergy_Loewe=6.02, Synergy_HSA=7.84. (2) Drug 1: CS(=O)(=O)C1=CC(=C(C=C1)C(=O)NC2=CC(=C(C=C2)Cl)C3=CC=CC=N3)Cl. Drug 2: CC12CCC3C(C1CCC2O)C(CC4=C3C=CC(=C4)O)CCCCCCCCCS(=O)CCCC(C(F)(F)F)(F)F. Cell line: SK-MEL-2. Synergy scores: CSS=4.80, Synergy_ZIP=2.24, Synergy_Bliss=9.21, Synergy_Loewe=2.17, Synergy_HSA=4.23. (3) Drug 1: C1CCN(CC1)CCOC2=CC=C(C=C2)C(=O)C3=C(SC4=C3C=CC(=C4)O)C5=CC=C(C=C5)O. Drug 2: C1=CC(=CC=C1CCCC(=O)O)N(CCCl)CCCl. Cell line: CCRF-CEM. Synergy scores: CSS=50.9, Synergy_ZIP=6.27, Synergy_Bliss=2.70, Synergy_Loewe=-1.52, Synergy_HSA=-0.445. (4) Drug 1: CC(CN1CC(=O)NC(=O)C1)N2CC(=O)NC(=O)C2. Drug 2: CC(C)CN1C=NC2=C1C3=CC=CC=C3N=C2N. Cell line: OVCAR-4. Synergy scores: CSS=10.2, Synergy_ZIP=-1.44, Synergy_Bliss=0.950, Synergy_Loewe=0.426, Synergy_HSA=-0.0473. (5) Drug 1: C(CN)CNCCSP(=O)(O)O. Drug 2: CC12CCC3C(C1CCC2OP(=O)(O)O)CCC4=C3C=CC(=C4)OC(=O)N(CCCl)CCCl.[Na+]. Cell line: OVCAR-5. Synergy scores: CSS=15.7, Synergy_ZIP=2.14, Synergy_Bliss=0.355, Synergy_Loewe=-9.44, Synergy_HSA=-2.83.